This data is from Experimentally validated miRNA-target interactions with 360,000+ pairs, plus equal number of negative samples. The task is: Binary Classification. Given a miRNA mature sequence and a target amino acid sequence, predict their likelihood of interaction. (1) The protein sequence of the target gene is MPSTNRAGSLKDPEIAELFFKEDPEKLFTDLREIGHGSFGAVYFARDVRTNEVVAIKKMSYSGKQSTEKWQDIIKEVKFLQRIKHPNSIEYKGCYLREHTAWLVMEYCLGSASDLLEVHKKPLQEVEIAAITHGALQGLAYLHSHTMIHRDIKAGNILLTEPGQVKLADFGSASMASPANSFVGTPYWMAPEVILAMDEGQYDGKVDVWSLGITCIELAERKPPLFNMNAMSALYHIAQNESPTLQSNEWSDYFRNFVDSCLQKIPQDRPTSEELLKHMFVLRERPETVLIDLIQRTKDA.... The miRNA is mmu-miR-34b-5p with sequence AGGCAGUGUAAUUAGCUGAUUGU. Result: 1 (interaction). (2) The miRNA is mmu-miR-92a-3p with sequence UAUUGCACUUGUCCCGGCCUG. The protein sequence of the target gene is MAMFEQMRANVGKLLKGIDRYNPENLATLERYVETQAKENAYDLEANLAVLKLYQFNPAFFQTTVTAQILLKALTNLPHTDFTLCKCMIDQAHQEERPIRQILYLGDLLETCHFQAFWQALDENMDLLEGITGFEDSVRKFICHVVGITYQHIDRWLLAEMLGDLSDSQLKVWMSKYGWSADESGQIFICSQEESIKPKNIVEKIDFDSVSSIMASSQ. Result: 0 (no interaction). (3) The miRNA is hsa-miR-4768-3p with sequence CCAGGAGAUCCAGAGAGAAU. The protein sequence of the target gene is MNFNVWNIKEMLSIPSGSGNKKSSNWNNNQNDYSSLSDSQFLFGSQFCPENSETLSAPLDFGAHLRHSKQSQQNYLEGEPSIFTKYQTKPQLFGGDIKDGGLFPPPLSVGKSKGLLEQFEEKKKRAKDKCDSETLYNFVSNVRESILRLQTSVEKSEDHLSSRSQSILDSLETVAKTLQETIQAQNDLVFEAVQDKGNMEQAILEMKKRFEARQGEFIEMKSNLKHLEVLVAQQSQEFQQLCEQLGQLNVPSVLAELKRLISVPPVKDSASQTSPPLAQSLNLTRQEKYTSEKPVLWQAQ.... Result: 1 (interaction).